From a dataset of NCI-60 drug combinations with 297,098 pairs across 59 cell lines. Regression. Given two drug SMILES strings and cell line genomic features, predict the synergy score measuring deviation from expected non-interaction effect. (1) Drug 1: C(CCl)NC(=O)N(CCCl)N=O. Drug 2: B(C(CC(C)C)NC(=O)C(CC1=CC=CC=C1)NC(=O)C2=NC=CN=C2)(O)O. Cell line: UACC62. Synergy scores: CSS=47.4, Synergy_ZIP=-7.23, Synergy_Bliss=-7.28, Synergy_Loewe=-41.9, Synergy_HSA=-5.05. (2) Drug 1: C1C(C(OC1N2C=NC3=C(N=C(N=C32)Cl)N)CO)O. Drug 2: CS(=O)(=O)CCNCC1=CC=C(O1)C2=CC3=C(C=C2)N=CN=C3NC4=CC(=C(C=C4)OCC5=CC(=CC=C5)F)Cl. Cell line: SF-268. Synergy scores: CSS=3.65, Synergy_ZIP=0.165, Synergy_Bliss=4.76, Synergy_Loewe=-2.92, Synergy_HSA=0.265. (3) Drug 1: CCC1(CC2CC(C3=C(CCN(C2)C1)C4=CC=CC=C4N3)(C5=C(C=C6C(=C5)C78CCN9C7C(C=CC9)(C(C(C8N6C)(C(=O)OC)O)OC(=O)C)CC)OC)C(=O)OC)O.OS(=O)(=O)O. Cell line: SF-295. Drug 2: C1CN(P(=O)(OC1)NCCCl)CCCl. Synergy scores: CSS=-1.36, Synergy_ZIP=-2.24, Synergy_Bliss=-3.67, Synergy_Loewe=-6.33, Synergy_HSA=-6.43. (4) Drug 1: C1=CN(C(=O)N=C1N)C2C(C(C(O2)CO)O)O.Cl. Drug 2: C1CC(C1)(C(=O)O)C(=O)O.[NH2-].[NH2-].[Pt+2]. Cell line: T-47D. Synergy scores: CSS=12.9, Synergy_ZIP=-9.66, Synergy_Bliss=-6.31, Synergy_Loewe=-0.338, Synergy_HSA=0.325. (5) Drug 1: C1=CC(=CC=C1CCC2=CNC3=C2C(=O)NC(=N3)N)C(=O)NC(CCC(=O)O)C(=O)O. Drug 2: CN(CC1=CN=C2C(=N1)C(=NC(=N2)N)N)C3=CC=C(C=C3)C(=O)NC(CCC(=O)O)C(=O)O. Cell line: MOLT-4. Synergy scores: CSS=57.3, Synergy_ZIP=1.41, Synergy_Bliss=1.10, Synergy_Loewe=-3.00, Synergy_HSA=1.61. (6) Drug 1: C1C(C(OC1N2C=NC3=C(N=C(N=C32)Cl)N)CO)O. Drug 2: C1CNP(=O)(OC1)N(CCCl)CCCl. Cell line: OVCAR-8. Synergy scores: CSS=49.5, Synergy_ZIP=6.12, Synergy_Bliss=7.21, Synergy_Loewe=-40.4, Synergy_HSA=6.28. (7) Drug 1: CCCCCOC(=O)NC1=NC(=O)N(C=C1F)C2C(C(C(O2)C)O)O. Drug 2: B(C(CC(C)C)NC(=O)C(CC1=CC=CC=C1)NC(=O)C2=NC=CN=C2)(O)O. Cell line: NCI-H226. Synergy scores: CSS=22.0, Synergy_ZIP=3.74, Synergy_Bliss=-0.355, Synergy_Loewe=-32.7, Synergy_HSA=-8.42.